From a dataset of Reaction yield outcomes from USPTO patents with 853,638 reactions. Predict the reaction yield, written as a fraction of the theoretical maximum amount of product (1.0 means a 100% yield; for example, 0.34 means a 34% yield). (1) The reactants are [NH2:1][CH2:2][CH2:3][CH2:4][CH2:5][CH2:6][CH2:7][CH2:8][CH2:9][CH2:10][CH:11]1[C:20]2[C:15](=[CH:16][C:17]([O:21]COC)=[CH:18][CH:19]=2)[O:14][CH2:13][C:12]1([C:26]1[CH:31]=[CH:30][C:29]([O:32]COC)=[CH:28][CH:27]=1)[CH3:25].[F:36][C:37]([F:49])([C:45]([F:48])([F:47])[F:46])[CH2:38][CH2:39][CH2:40][S:41](Cl)(=[O:43])=[O:42].C(N(CC)CC)C. The catalyst is C(Cl)Cl. The product is [OH:21][C:17]1[CH:16]=[C:15]2[C:20]([CH:11]([CH2:10][CH2:9][CH2:8][CH2:7][CH2:6][CH2:5][CH2:4][CH2:3][CH2:2][NH:1][S:41]([CH2:40][CH2:39][CH2:38][C:37]([F:36])([F:49])[C:45]([F:46])([F:47])[F:48])(=[O:43])=[O:42])[C:12]([C:26]3[CH:31]=[CH:30][C:29]([OH:32])=[CH:28][CH:27]=3)([CH3:25])[CH2:13][O:14]2)=[CH:19][CH:18]=1. The yield is 0.670. (2) The reactants are [CH2:1]([C:4]1[C:8]([CH2:9][CH2:10][CH2:11][CH2:12][OH:13])=[CH:7][N:6]([C:14]2[CH:19]=[CH:18][C:17]([C:20]([F:23])([F:22])[F:21])=[CH:16][N:15]=2)[N:5]=1)[CH2:2][CH3:3].O[C:25]1[C:30]([O:31][CH3:32])=[CH:29][CH:28]=[CH:27][C:26]=1[CH2:33][C:34]([O:36]C)=[O:35].C(P(CCCC)CCCC)CCC.N(C(N1CCCCC1)=O)=NC(N1CCCCC1)=O. The catalyst is O1CCCC1. The product is [CH3:32][O:31][C:30]1[C:25]([O:13][CH2:12][CH2:11][CH2:10][CH2:9][C:8]2[C:4]([CH2:1][CH2:2][CH3:3])=[N:5][N:6]([C:14]3[CH:19]=[CH:18][C:17]([C:20]([F:22])([F:21])[F:23])=[CH:16][N:15]=3)[CH:7]=2)=[C:26]([CH2:33][C:34]([OH:36])=[O:35])[CH:27]=[CH:28][CH:29]=1. The yield is 0.600. (3) The reactants are [N+:1]([C:4]1[CH:21]=[CH:20][C:7]([CH2:8][N:9]2C(=O)C3C(=CC=CC=3)C2=O)=[CH:6][CH:5]=1)([O-:3])=[O:2].O.NN.O.C1(C)C=CC(S(O)(=O)=O)=CC=1. The catalyst is O1CCCC1. The product is [N+:1]([C:4]1[CH:5]=[CH:6][C:7]([CH2:8][NH2:9])=[CH:20][CH:21]=1)([O-:3])=[O:2]. The yield is 0.860.